This data is from Forward reaction prediction with 1.9M reactions from USPTO patents (1976-2016). The task is: Predict the product of the given reaction. Given the reactants [OH:1][N:2]=[C:3]([C:5]1[CH:13]=[CH:12][C:11]2[N:10]3[CH2:14][CH2:15][CH:16]([CH2:17][C:18]([O:20][C:21]([CH3:24])([CH3:23])[CH3:22])=[O:19])[C:9]3=[CH:8][C:7]=2[CH:6]=1)[NH2:4].[C:25]([C:27]1[CH:28]=[C:29]([CH:33]=[C:34]([O:36][C:37]([F:40])([F:39])[F:38])[CH:35]=1)[C:30](Cl)=O)#[N:26].C(N(CC)CC)C, predict the reaction product. The product is: [C:25]([C:27]1[CH:28]=[C:29]([C:30]2[O:1][N:2]=[C:3]([C:5]3[CH:13]=[CH:12][C:11]4[N:10]5[CH2:14][CH2:15][CH:16]([CH2:17][C:18]([O:20][C:21]([CH3:24])([CH3:23])[CH3:22])=[O:19])[C:9]5=[CH:8][C:7]=4[CH:6]=3)[N:4]=2)[CH:33]=[C:34]([O:36][C:37]([F:38])([F:39])[F:40])[CH:35]=1)#[N:26].